This data is from Reaction yield outcomes from USPTO patents with 853,638 reactions. The task is: Predict the reaction yield, written as a fraction of the theoretical maximum amount of product (1.0 means a 100% yield; for example, 0.34 means a 34% yield). The reactants are [H-].[Al+3].[Li+].[H-].[H-].[H-].C([O:9][C:10](=O)[CH2:11][CH:12]([NH:14][CH2:15][C:16]1[CH:21]=[CH:20][CH:19]=[CH:18][CH:17]=1)[CH3:13])C.S([O-])([O-])(=O)=O.[Na+].[Na+]. The catalyst is C1(OC)CCCC1. The product is [CH2:15]([NH:14][CH:12]([CH3:13])[CH2:11][CH2:10][OH:9])[C:16]1[CH:21]=[CH:20][CH:19]=[CH:18][CH:17]=1. The yield is 0.870.